Dataset: Forward reaction prediction with 1.9M reactions from USPTO patents (1976-2016). Task: Predict the product of the given reaction. (1) Given the reactants C([O:3][C:4](=[O:26])[CH2:5][N:6]([CH2:20][C:21]([O:23]CC)=[O:22])[C:7]1[CH:12]=[C:11]([C:13]2[N:17]=[C:16]([CH3:18])[O:15][N:14]=2)[CH:10]=[CH:9][C:8]=1[CH3:19])C.[OH-].[Na+], predict the reaction product. The product is: [CH3:19][C:8]1[CH:9]=[CH:10][C:11]([C:13]2[N:17]=[C:16]([CH3:18])[O:15][N:14]=2)=[CH:12][C:7]=1[N:6]([CH2:5][C:4]([OH:26])=[O:3])[CH2:20][C:21]([OH:23])=[O:22]. (2) The product is: [CH2:13]([C:17]1[N:22]=[C:21]([CH3:23])[N:20]=[C:19]([O:24][CH2:25][C:26]([O:28][CH2:29][CH3:30])=[O:27])[C:18]=1[CH2:31][C:32]1[CH:37]=[CH:36][C:35]([C:38]2[CH:43]=[CH:42][CH:41]=[CH:40][C:39]=2[C:44](=[N:11][OH:12])[NH2:45])=[CH:34][CH:33]=1)[CH2:14][CH2:15][CH3:16]. Given the reactants C(=O)([O-])O.[Na+].CS(C)=O.Cl.[NH2:11][OH:12].[CH2:13]([C:17]1[N:22]=[C:21]([CH3:23])[N:20]=[C:19]([O:24][CH2:25][C:26]([O:28][CH2:29][CH3:30])=[O:27])[C:18]=1[CH2:31][C:32]1[CH:37]=[CH:36][C:35]([C:38]2[CH:43]=[CH:42][CH:41]=[CH:40][C:39]=2[C:44]#[N:45])=[CH:34][CH:33]=1)[CH2:14][CH2:15][CH3:16], predict the reaction product. (3) Given the reactants [OH:1][N:2]1[C:7]([CH3:9])([CH3:8])[CH2:6][CH:5]([O:10][C:11](=[O:18])[C:12]2[CH:17]=[CH:16][CH:15]=[CH:14][CH:13]=2)[CH2:4][C:3]1([CH3:20])[CH3:19].C(#N)C.[CH2:24]1[CH2:29][CH2:28][CH2:27][CH2:26][CH2:25]1.OO, predict the reaction product. The product is: [CH:24]1([O:1][N:2]2[C:7]([CH3:9])([CH3:8])[CH2:6][CH:5]([O:10][C:11](=[O:18])[C:12]3[CH:17]=[CH:16][CH:15]=[CH:14][CH:13]=3)[CH2:4][C:3]2([CH3:20])[CH3:19])[CH2:29][CH2:28][CH2:27][CH2:26][CH2:25]1.